This data is from Peptide-MHC class II binding affinity with 134,281 pairs from IEDB. The task is: Regression. Given a peptide amino acid sequence and an MHC pseudo amino acid sequence, predict their binding affinity value. This is MHC class II binding data. (1) The peptide sequence is AAATAGTTVYSAFAA. The MHC is HLA-DQA10401-DQB10402 with pseudo-sequence HLA-DQA10401-DQB10402. The binding affinity (normalized) is 0.522. (2) The peptide sequence is ESLHNPYPDYHWLRT. The MHC is HLA-DPA10201-DPB10501 with pseudo-sequence HLA-DPA10201-DPB10501. The binding affinity (normalized) is 0. (3) The peptide sequence is DPRQGLAVLRKVKRV. The MHC is HLA-DQA10201-DQB10303 with pseudo-sequence HLA-DQA10201-DQB10303. The binding affinity (normalized) is 0.292. (4) The peptide sequence is TATELNNALQNLART. The MHC is DRB3_0101 with pseudo-sequence DRB3_0101. The binding affinity (normalized) is 0.144.